Dataset: Forward reaction prediction with 1.9M reactions from USPTO patents (1976-2016). Task: Predict the product of the given reaction. (1) Given the reactants C[O:2][C:3]1[C:8]([C:9]([F:12])([F:11])[F:10])=[CH:7][CH:6]=[CH:5][C:4]=1[CH:13]1[CH2:18][CH2:17][N:16]([CH2:19][CH2:20][CH3:21])[CH2:15][CH2:14]1.Cl.N1C=CC=CC=1.C(=O)([O-])[O-].[Na+].[Na+], predict the reaction product. The product is: [CH2:19]([N:16]1[CH2:17][CH2:18][CH:13]([C:4]2[CH:5]=[CH:6][CH:7]=[C:8]([C:9]([F:10])([F:11])[F:12])[C:3]=2[OH:2])[CH2:14][CH2:15]1)[CH2:20][CH3:21]. (2) Given the reactants OO.[NH2:3][C:4]([CH3:22])([CH3:21])[CH2:5][C:6]1[CH:20]=[CH:19][C:9]([O:10][C:11]2[CH:18]=[CH:17][C:14]([C:15]#[N:16])=[CH:13][CH:12]=2)=[CH:8][CH:7]=1.C([O-])([O-])=[O:24].[K+].[K+].CS(C)=O, predict the reaction product. The product is: [NH2:3][C:4]([CH3:22])([CH3:21])[CH2:5][C:6]1[CH:7]=[CH:8][C:9]([O:10][C:11]2[CH:18]=[CH:17][C:14]([C:15]([NH2:16])=[O:24])=[CH:13][CH:12]=2)=[CH:19][CH:20]=1.